Dataset: Forward reaction prediction with 1.9M reactions from USPTO patents (1976-2016). Task: Predict the product of the given reaction. (1) Given the reactants [NH2:1][C@H:2]([CH2:17][NH:18][C:19](=[O:36])[CH:20]([CH2:29][C:30]1[CH:35]=[CH:34][CH:33]=[CH:32][CH:31]=1)[CH2:21][CH2:22][C:23]1[CH:28]=[CH:27][CH:26]=[CH:25][CH:24]=1)[CH2:3][CH2:4][CH2:5][NH:6]C(=O)OCC1C=CC=CC=1, predict the reaction product. The product is: [CH2:29]([CH:20]([CH2:21][CH2:22][C:23]1[CH:24]=[CH:25][CH:26]=[CH:27][CH:28]=1)[C:19]([NH:18][CH2:17][C@@H:2]([NH2:1])[CH2:3][CH2:4][CH2:5][NH2:6])=[O:36])[C:30]1[CH:31]=[CH:32][CH:33]=[CH:34][CH:35]=1. (2) The product is: [Cl:1][C:2]1[CH:3]=[C:4]([C:17]2[N:21]([CH2:22][O:23][CH2:24][CH2:25][Si:26]([CH3:28])([CH3:27])[CH3:29])[C:20]3[CH:30]=[C:31]([CH2:36][N:37]4[CH2:42][CH2:41][N:40]([CH3:43])[CH2:39][CH2:38]4)[CH:32]=[CH:33][C:19]=3[N:18]=2)[C:5](=[O:16])[N:6]([CH2:8][O:9][CH2:10][CH2:11][Si:12]([CH3:14])([CH3:15])[CH3:13])[N:7]=1. Given the reactants [Cl:1][C:2]1[CH:3]=[C:4]([C:17]2[N:21]([CH2:22][O:23][CH2:24][CH2:25][Si:26]([CH3:29])([CH3:28])[CH3:27])[C:20]3[CH:30]=[C:31](C=O)[CH:32]=[CH:33][C:19]=3[N:18]=2)[C:5](=[O:16])[N:6]([CH2:8][O:9][CH2:10][CH2:11][Si:12]([CH3:15])([CH3:14])[CH3:13])[N:7]=1.[CH3:36][N:37]1[CH2:42][CH2:41][NH:40][CH2:39][CH2:38]1.[C:43](O[BH-](OC(=O)C)OC(=O)C)(=O)C.[Na+].C([O-])(O)=O.[Na+].C(=O)=O, predict the reaction product. (3) Given the reactants [CH:1]1([C:5]2[CH:14]=[CH:13][C:8]([C:9]([O:11]C)=[O:10])=[CH:7][C:6]=2[I:15])[CH2:4][CH2:3][CH2:2]1.[OH-].[Na+], predict the reaction product. The product is: [CH:1]1([C:5]2[CH:14]=[CH:13][C:8]([C:9]([OH:11])=[O:10])=[CH:7][C:6]=2[I:15])[CH2:2][CH2:3][CH2:4]1. (4) Given the reactants C(N(CC)CC)C.[C:8](OC(=O)C)(=[O:10])[CH3:9].[OH:15][C:16]([CH3:46])([CH3:45])[CH2:17][C@@:18]1([C:39]2[CH:44]=[CH:43][CH:42]=[CH:41][CH:40]=2)[O:23][C:22](=[O:24])[N:21]([C@H:25]([C:27]2[CH:32]=[CH:31][C:30]([CH:33]3[CH2:38][CH2:37][NH:36][CH2:35][CH2:34]3)=[CH:29][CH:28]=2)[CH3:26])[CH2:20][CH2:19]1, predict the reaction product. The product is: [C:8]([N:36]1[CH2:37][CH2:38][CH:33]([C:30]2[CH:31]=[CH:32][C:27]([C@@H:25]([N:21]3[CH2:20][CH2:19][C@:18]([CH2:17][C:16]([OH:15])([CH3:45])[CH3:46])([C:39]4[CH:44]=[CH:43][CH:42]=[CH:41][CH:40]=4)[O:23][C:22]3=[O:24])[CH3:26])=[CH:28][CH:29]=2)[CH2:34][CH2:35]1)(=[O:10])[CH3:9]. (5) Given the reactants Cl[C:2]1[CH:7]=[CH:6][N:5]=[C:4]2[CH:8]=[C:9]([C:11]([N:13]3[CH2:17][CH2:16][CH2:15][CH2:14]3)=[O:12])[S:10][C:3]=12.C([O-])([O-])=O.[K+].[K+].[F:24][C:25]1[CH:30]=[C:29]([N+:31]([O-:33])=[O:32])[CH:28]=[CH:27][C:26]=1[OH:34].CO.CCOC(C)=O, predict the reaction product. The product is: [F:24][C:25]1[CH:30]=[C:29]([N+:31]([O-:33])=[O:32])[CH:28]=[CH:27][C:26]=1[O:34][C:2]1[CH:7]=[CH:6][N:5]=[C:4]2[CH:8]=[C:9]([C:11]([N:13]3[CH2:17][CH2:16][CH2:15][CH2:14]3)=[O:12])[S:10][C:3]=12. (6) Given the reactants [F:1][C:2]1[CH:9]=[CH:8][C:5]([CH:6]=O)=[CH:4][CH:3]=1.[CH3:10][N:11]1[CH:15]=[CH:14][N:13]=[C:12]1/[CH:16]=[N:17]/[C:18]1[CH:26]=[CH:25][CH:24]=[C:23]2[C:19]=1[CH2:20][O:21][C:22]2=[O:27].[O-:28][CH2:29][CH3:30].[Na+].C(O)C, predict the reaction product. The product is: [F:1][C:2]1[CH:9]=[CH:8][C:5]([CH:6]2[C:29](=[O:28])[C:30]3[C:23]([C:22]([O:21][CH2:20][CH3:19])=[O:27])=[CH:24][CH:25]=[CH:26][C:18]=3[NH:17][CH:16]2[C:12]2[N:11]([CH3:10])[CH:15]=[CH:14][N:13]=2)=[CH:4][CH:3]=1.